Predict the reaction yield, written as a fraction of the theoretical maximum amount of product (1.0 means a 100% yield; for example, 0.34 means a 34% yield). From a dataset of Reaction yield outcomes from USPTO patents with 853,638 reactions. (1) The reactants are [NH2:1][C:2]1[N:7]([C:8]2[CH:13]=[CH:12][CH:11]=[C:10]([F:14])[CH:9]=2)[C:6](=[S:15])[NH:5][C:4](=[O:16])[CH:3]=1.[N:17]([O-])=[O:18].[Na+]. The catalyst is C(O)(=O)C.O. The product is [NH2:1][C:2]1[N:7]([C:8]2[CH:13]=[CH:12][CH:11]=[C:10]([F:14])[CH:9]=2)[C:6](=[S:15])[NH:5][C:4](=[O:16])[C:3]=1[N:17]=[O:18]. The yield is 0.850. (2) The reactants are C(N(CC)CC)C.Cl.[NH2:9][CH2:10][C:11]1[CH:19]=[CH:18][CH:17]=[C:16]2[C:12]=1[CH2:13][N:14]([CH:21]1[CH2:26][CH2:25][C:24](=[O:27])[NH:23][C:22]1=[O:28])[C:15]2=[O:20].[N:29]1[CH:34]=[CH:33][CH:32]=[CH:31][C:30]=1[C:35](Cl)=[O:36]. The catalyst is C1COCC1. The product is [O:28]=[C:22]1[CH:21]([N:14]2[CH2:13][C:12]3[C:16](=[CH:17][CH:18]=[CH:19][C:11]=3[CH2:10][NH:9][C:35]([C:30]3[CH:31]=[CH:32][CH:33]=[CH:34][N:29]=3)=[O:36])[C:15]2=[O:20])[CH2:26][CH2:25][C:24](=[O:27])[NH:23]1. The yield is 0.780.